From a dataset of Peptide-MHC class I binding affinity with 185,985 pairs from IEDB/IMGT. Regression. Given a peptide amino acid sequence and an MHC pseudo amino acid sequence, predict their binding affinity value. This is MHC class I binding data. (1) The peptide sequence is TTYVYTLPV. The MHC is HLA-B45:06 with pseudo-sequence HLA-B45:06. The binding affinity (normalized) is 0.213. (2) The peptide sequence is NVPGTDIPLA. The MHC is Mamu-A01 with pseudo-sequence Mamu-A01. The binding affinity (normalized) is 0. (3) The peptide sequence is TTADHMHML. The MHC is HLA-B46:01 with pseudo-sequence HLA-B46:01. The binding affinity (normalized) is 0.0847. (4) The binding affinity (normalized) is 0.286. The peptide sequence is SIILANERYR. The MHC is HLA-A33:01 with pseudo-sequence HLA-A33:01. (5) The peptide sequence is MSLLDAHIPQL. The MHC is HLA-A26:01 with pseudo-sequence HLA-A26:01. The binding affinity (normalized) is 0. (6) The peptide sequence is DLLFKLLEYS. The MHC is H-2-Kb with pseudo-sequence H-2-Kb. The binding affinity (normalized) is 0.268.